This data is from NCI-60 drug combinations with 297,098 pairs across 59 cell lines. The task is: Regression. Given two drug SMILES strings and cell line genomic features, predict the synergy score measuring deviation from expected non-interaction effect. (1) Drug 1: C1=CC(=CC=C1CCC2=CNC3=C2C(=O)NC(=N3)N)C(=O)NC(CCC(=O)O)C(=O)O. Cell line: SF-295. Drug 2: C1=C(C(=O)NC(=O)N1)F. Synergy scores: CSS=39.5, Synergy_ZIP=-7.57, Synergy_Bliss=-8.45, Synergy_Loewe=-2.95, Synergy_HSA=-0.728. (2) Drug 1: CNC(=O)C1=CC=CC=C1SC2=CC3=C(C=C2)C(=NN3)C=CC4=CC=CC=N4. Drug 2: CC(C)NC(=O)C1=CC=C(C=C1)CNNC.Cl. Cell line: CAKI-1. Synergy scores: CSS=1.67, Synergy_ZIP=-2.86, Synergy_Bliss=-6.82, Synergy_Loewe=-8.43, Synergy_HSA=-6.75. (3) Drug 1: C1=NC(=NC(=O)N1C2C(C(C(O2)CO)O)O)N. Drug 2: C1=CC=C(C(=C1)C(C2=CC=C(C=C2)Cl)C(Cl)Cl)Cl. Cell line: SR. Synergy scores: CSS=8.95, Synergy_ZIP=-0.769, Synergy_Bliss=4.85, Synergy_Loewe=7.04, Synergy_HSA=5.88. (4) Drug 1: CC1=C(C=C(C=C1)NC2=NC=CC(=N2)N(C)C3=CC4=NN(C(=C4C=C3)C)C)S(=O)(=O)N.Cl. Drug 2: C1=NC(=NC(=O)N1C2C(C(C(O2)CO)O)O)N. Cell line: UO-31. Synergy scores: CSS=4.49, Synergy_ZIP=-3.07, Synergy_Bliss=-0.172, Synergy_Loewe=-3.28, Synergy_HSA=0.0483. (5) Synergy scores: CSS=1.46, Synergy_ZIP=2.56, Synergy_Bliss=2.42, Synergy_Loewe=-2.95, Synergy_HSA=-3.84. Cell line: EKVX. Drug 2: C(CN)CNCCSP(=O)(O)O. Drug 1: C1CC(=O)NC(=O)C1N2C(=O)C3=CC=CC=C3C2=O. (6) Drug 1: CC1=C(C=C(C=C1)NC(=O)C2=CC=C(C=C2)CN3CCN(CC3)C)NC4=NC=CC(=N4)C5=CN=CC=C5. Drug 2: CS(=O)(=O)OCCCCOS(=O)(=O)C. Cell line: MOLT-4. Synergy scores: CSS=66.0, Synergy_ZIP=-2.79, Synergy_Bliss=-1.55, Synergy_Loewe=-3.91, Synergy_HSA=0.0375. (7) Drug 1: CC12CCC(CC1=CCC3C2CCC4(C3CC=C4C5=CN=CC=C5)C)O. Drug 2: C1C(C(OC1N2C=NC(=NC2=O)N)CO)O. Cell line: OVCAR3. Synergy scores: CSS=31.8, Synergy_ZIP=5.35, Synergy_Bliss=6.30, Synergy_Loewe=6.95, Synergy_HSA=9.15. (8) Drug 1: C1CCN(CC1)CCOC2=CC=C(C=C2)C(=O)C3=C(SC4=C3C=CC(=C4)O)C5=CC=C(C=C5)O. Drug 2: C1=NC2=C(N=C(N=C2N1C3C(C(C(O3)CO)O)F)Cl)N. Cell line: OVCAR-4. Synergy scores: CSS=0.721, Synergy_ZIP=0.442, Synergy_Bliss=2.40, Synergy_Loewe=-6.24, Synergy_HSA=-2.92. (9) Drug 1: CC1=C(C=C(C=C1)NC2=NC=CC(=N2)N(C)C3=CC4=NN(C(=C4C=C3)C)C)S(=O)(=O)N.Cl. Drug 2: C1=CC(=CC=C1C#N)C(C2=CC=C(C=C2)C#N)N3C=NC=N3. Cell line: OVCAR-4. Synergy scores: CSS=3.00, Synergy_ZIP=-0.483, Synergy_Bliss=0.273, Synergy_Loewe=0.662, Synergy_HSA=0.0753. (10) Drug 1: C1=CC(=CC=C1CCC2=CNC3=C2C(=O)NC(=N3)N)C(=O)NC(CCC(=O)O)C(=O)O. Drug 2: CCC(=C(C1=CC=CC=C1)C2=CC=C(C=C2)OCCN(C)C)C3=CC=CC=C3.C(C(=O)O)C(CC(=O)O)(C(=O)O)O. Cell line: MALME-3M. Synergy scores: CSS=11.0, Synergy_ZIP=-3.63, Synergy_Bliss=2.05, Synergy_Loewe=-4.43, Synergy_HSA=0.596.